Task: Binary Classification. Given a T-cell receptor sequence (or CDR3 region) and an epitope sequence, predict whether binding occurs between them.. Dataset: TCR-epitope binding with 47,182 pairs between 192 epitopes and 23,139 TCRs (1) The epitope is KLWAQCVQL. The TCR CDR3 sequence is CASSEISAGGNYF. Result: 1 (the TCR binds to the epitope). (2) The epitope is KMKDLSPRW. The TCR CDR3 sequence is CASSPQGGGDGYTF. Result: 0 (the TCR does not bind to the epitope). (3) Result: 1 (the TCR binds to the epitope). The TCR CDR3 sequence is CASSLGQGGSPLHF. The epitope is KAYNVTQAF. (4) The epitope is NLWNTFTRL. Result: 1 (the TCR binds to the epitope). The TCR CDR3 sequence is CASSQDHYNEQFF. (5) The epitope is MPASWVMRI. The TCR CDR3 sequence is CASRLAGDTGELFF. Result: 0 (the TCR does not bind to the epitope). (6) The epitope is FIAGLIAIV. The TCR CDR3 sequence is CASSLAGSTDTQYF. Result: 1 (the TCR binds to the epitope). (7) The epitope is GTSGSPIINR. The TCR CDR3 sequence is CASSETSGQETQYF. Result: 0 (the TCR does not bind to the epitope). (8) The epitope is FPPTSFGPL. The TCR CDR3 sequence is CASSLGWTGVTGELFF. Result: 1 (the TCR binds to the epitope). (9) The epitope is YEGNSPFHPL. The TCR CDR3 sequence is CASSLEGASYNEQFF. Result: 1 (the TCR binds to the epitope).